Dataset: Forward reaction prediction with 1.9M reactions from USPTO patents (1976-2016). Task: Predict the product of the given reaction. (1) The product is: [CH3:1][O:2][C:3](=[O:26])[CH2:4][C:5]1[C:14]([CH3:15])=[C:13]([C:28]2[CH:33]=[CH:32][C:31]([S:34][C:35]3[CH:36]=[C:37]([C:45]([F:48])([F:46])[F:47])[CH:38]=[C:39]([C:41]([F:44])([F:43])[F:42])[CH:40]=3)=[CH:30][CH:29]=2)[C:12]2[C:7](=[CH:8][CH:9]=[C:10]([F:25])[CH:11]=2)[CH:6]=1. Given the reactants [CH3:1][O:2][C:3](=[O:26])[CH2:4][C:5]1[C:14]([CH3:15])=[C:13](B2OC(C)(C)C(C)(C)O2)[C:12]2[C:7](=[CH:8][CH:9]=[C:10]([F:25])[CH:11]=2)[CH:6]=1.Br[C:28]1[CH:33]=[CH:32][C:31]([S:34][C:35]2[CH:40]=[C:39]([C:41]([F:44])([F:43])[F:42])[CH:38]=[C:37]([C:45]([F:48])([F:47])[F:46])[CH:36]=2)=[CH:30][CH:29]=1.C(=O)(O)[O-].[Na+].O, predict the reaction product. (2) Given the reactants [NH2:1][C:2]1[N:7]=[CH:6][N:5]=[C:4]2[N:8]([CH:33]3[CH2:38][CH2:37][NH:36][CH2:35][CH2:34]3)[N:9]=[C:10]([C:11]3[CH:16]=[CH:15][C:14]([NH:17][C:18](=[O:30])[C:19]4[CH:24]=[CH:23][C:22]([C:25]([F:28])([F:27])[F:26])=[CH:21][C:20]=4[F:29])=[C:13]([O:31][CH3:32])[CH:12]=3)[C:3]=12.[CH3:39][O:40][CH2:41][CH2:42]Br.[C:44](=[O:47])([O-])[O-:45].[K+].[K+], predict the reaction product. The product is: [C:18]([OH:30])(=[O:40])[CH3:19].[NH3:1].[C:44]([OH:45])(=[O:47])[CH3:2].[NH2:1][C:2]1[N:7]=[CH:6][N:5]=[C:4]2[N:8]([CH:33]3[CH2:38][CH2:37][N:36]([CH2:42][CH2:41][O:40][CH3:39])[CH2:35][CH2:34]3)[N:9]=[C:10]([C:11]3[CH:16]=[CH:15][C:14]([NH:17][C:18](=[O:30])[C:19]4[CH:24]=[CH:23][C:22]([C:25]([F:28])([F:26])[F:27])=[CH:21][C:20]=4[F:29])=[C:13]([O:31][CH3:32])[CH:12]=3)[C:3]=12. (3) Given the reactants [CH3:1][O:2][C:3]1[CH:4]=[C:5]([N:13]=[C:14]=S)[CH:6]=[C:7]([O:11][CH3:12])[C:8]=1[O:9][CH3:10].[NH2:16][C:17]1[CH:18]=[C:19]([CH:31]=[CH:32][C:33]=1[NH:34][CH2:35][CH2:36][CH2:37][N:38]([CH3:47])[CH2:39][CH2:40][C:41]1[CH:46]=[CH:45][CH:44]=[CH:43][N:42]=1)[C:20]([N:22]([CH2:27][CH:28]([CH3:30])[CH3:29])[CH2:23][CH:24]([CH3:26])[CH3:25])=[O:21].N.[ClH:49], predict the reaction product. The product is: [ClH:49].[CH2:27]([N:22]([CH2:23][CH:24]([CH3:26])[CH3:25])[C:20]([C:19]1[CH:31]=[CH:32][C:33]2[N:34]([CH2:35][CH2:36][CH2:37][N:38]([CH3:47])[CH2:39][CH2:40][C:41]3[CH:46]=[CH:45][CH:44]=[CH:43][N:42]=3)[C:14]([NH:13][C:5]3[CH:4]=[C:3]([O:2][CH3:1])[C:8]([O:9][CH3:10])=[C:7]([O:11][CH3:12])[CH:6]=3)=[N:16][C:17]=2[CH:18]=1)=[O:21])[CH:28]([CH3:29])[CH3:30]. (4) Given the reactants Cl[C:2]1[CH:7]=[C:6]([CH2:8][O:9][CH3:10])[N:5]=[C:4]([C:11]2[N:12]=[C:13]([CH3:16])[S:14][CH:15]=2)[N:3]=1.[CH3:17][O:18][C:19]1[CH:20]=[CH:21][C:22]([CH3:26])=[C:23]([CH:25]=1)[NH2:24], predict the reaction product. The product is: [CH3:17][O:18][C:19]1[CH:20]=[CH:21][C:22]([CH3:26])=[C:23]([CH:25]=1)[NH:24][C:2]1[CH:7]=[C:6]([CH2:8][O:9][CH3:10])[N:5]=[C:4]([C:11]2[N:12]=[C:13]([CH3:16])[S:14][CH:15]=2)[N:3]=1. (5) Given the reactants [Cl:1][C:2]1[CH:7]=[CH:6][C:5]([C:8]2[O:12][N:11]=[CH:10][C:9]=2[CH2:13][CH2:14][C:15](OC)=[O:16])=[CH:4][C:3]=1[CH3:19].[H-].C([Al+]CC(C)C)C(C)C.O.Cl, predict the reaction product. The product is: [Cl:1][C:2]1[CH:7]=[CH:6][C:5]([C:8]2[O:12][N:11]=[CH:10][C:9]=2[CH2:13][CH2:14][CH2:15][OH:16])=[CH:4][C:3]=1[CH3:19].